From a dataset of Peptide-MHC class II binding affinity with 134,281 pairs from IEDB. Regression. Given a peptide amino acid sequence and an MHC pseudo amino acid sequence, predict their binding affinity value. This is MHC class II binding data. The peptide sequence is VDLAKSLRIAAKIYS. The MHC is DRB5_0101 with pseudo-sequence DRB5_0101. The binding affinity (normalized) is 0.548.